This data is from Catalyst prediction with 721,799 reactions and 888 catalyst types from USPTO. The task is: Predict which catalyst facilitates the given reaction. (1) Product: [Cl:1][C:2]1[CH:7]=[CH:6][CH:5]=[C:4]([CH2:8][N:9]2[CH2:14][CH2:13][NH:12][CH2:11][CH2:10]2)[C:3]=1[N:22]1[CH2:27][CH2:26][O:25][CH2:24][CH2:23]1. Reactant: [Cl:1][C:2]1[C:3]([N:22]2[CH2:27][CH2:26][O:25][CH2:24][CH2:23]2)=[C:4]([CH2:8][N:9]2[CH2:14][CH2:13][N:12](C(OC(C)(C)C)=O)[CH2:11][CH2:10]2)[CH:5]=[CH:6][CH:7]=1.FC(F)(F)C(O)=O. The catalyst class is: 4. (2) Reactant: Cl[C:2]1[CH:7]=[CH:6][C:5]([C:8]2[CH:13]=[CH:12][N:11]3[C:14](=[O:28])[N:15]([CH2:17][C:18]4[CH:19]=[N:20][C:21]([C:24]([F:27])([F:26])[F:25])=[CH:22][CH:23]=4)[N:16]=[C:10]3[C:9]=2[C:29]2[CH:34]=[CH:33][C:32]([O:35][CH3:36])=[CH:31][CH:30]=2)=[CH:4][CH:3]=1.[C:37]([Cu])#[N:38]. Product: [CH3:36][O:35][C:32]1[CH:33]=[CH:34][C:29]([C:9]2[C:10]3[N:11]([C:14](=[O:28])[N:15]([CH2:17][C:18]4[CH:19]=[N:20][C:21]([C:24]([F:25])([F:26])[F:27])=[CH:22][CH:23]=4)[N:16]=3)[CH:12]=[CH:13][C:8]=2[C:5]2[CH:6]=[CH:7][C:2]([C:37]#[N:38])=[CH:3][CH:4]=2)=[CH:30][CH:31]=1. The catalyst class is: 60. (3) Reactant: [CH3:1][O:2][C:3]1[CH:11]=[CH:10][CH:9]=[C:8]2[C:4]=1[CH2:5][CH2:6][C:7]2([C:13]([F:16])([F:15])[F:14])O.C1(C)C=CC(S(O)(=O)=O)=CC=1. Product: [CH3:1][O:2][C:3]1[CH:11]=[CH:10][CH:9]=[C:8]2[C:4]=1[CH2:5][CH:6]=[C:7]2[C:13]([F:14])([F:15])[F:16]. The catalyst class is: 48. (4) Reactant: CC(C)=[O:3].OS(O)(=O)=O.O=[Cr](=O)=O.[CH2:14]([O:16][C:17]([C:19]1[CH:29]=[C:22]2[C:23]([CH2:27][OH:28])=[CH:24][CH:25]=[CH:26][N:21]2[N:20]=1)=[O:18])[CH3:15].CC(C)=O. Product: [CH3:15][CH2:14][O:16][C:17]([C:19]1[CH:29]=[C:22]2[C:23]([C:27]([OH:3])=[O:28])=[CH:24][CH:25]=[CH:26][N:21]2[N:20]=1)=[O:18]. The catalyst class is: 32.